This data is from Reaction yield outcomes from USPTO patents with 853,638 reactions. The task is: Predict the reaction yield, written as a fraction of the theoretical maximum amount of product (1.0 means a 100% yield; for example, 0.34 means a 34% yield). (1) The reactants are [Cl:1][C:2]1[CH:11]=[C:10]([N+:12]([O-:14])=[O:13])[CH:9]=[CH:8][C:3]=1[C:4](OC)=[O:5].CC(C)C[AlH]CC(C)C. The catalyst is ClCCl. The product is [Cl:1][C:2]1[CH:11]=[C:10]([N+:12]([O-:14])=[O:13])[CH:9]=[CH:8][C:3]=1[CH2:4][OH:5]. The yield is 0.950. (2) No catalyst specified. The yield is 0.290. The reactants are Br[C:2]1[CH:7]=[CH:6][C:5](/[CH:8]=[CH:9]/[C:10]2[NH:11][CH:12]=[C:13]([C:15]3[CH:20]=[CH:19][C:18]([Cl:21])=[CH:17][C:16]=3[Cl:22])[N:14]=2)=[CH:4][CH:3]=1.C[O:24][C:25](=[O:30])[CH2:26][CH2:27][C:28]#[CH:29]. The product is [Cl:22][C:16]1[CH:17]=[C:18]([Cl:21])[CH:19]=[CH:20][C:15]=1[C:13]1[N:14]=[C:10](/[CH:9]=[CH:8]/[C:5]2[CH:6]=[CH:7][C:2]([C:29]#[C:28][CH2:27][CH2:26][C:25]([OH:30])=[O:24])=[CH:3][CH:4]=2)[NH:11][CH:12]=1.